This data is from Forward reaction prediction with 1.9M reactions from USPTO patents (1976-2016). The task is: Predict the product of the given reaction. (1) Given the reactants [CH:1]([NH:4][C:5](=[O:35])[CH2:6][N:7]1[C:16](=[O:17])[C:15]2[C:10](=[CH:11][CH:12]=[C:13](B3OC(C)(C)C(C)(C)O3)[CH:14]=2)[N:9]=[C:8]1[C:27]1[CH:32]=[CH:31][CH:30]=[C:29]([O:33][CH3:34])[CH:28]=1)([CH3:3])[CH3:2].Br[C:37]1[CH:38]=[C:39]([CH:42]=[CH:43][C:44]=1[F:45])[CH:40]=[O:41].[O-]P([O-])([O-])=O.[K+].[K+].[K+], predict the reaction product. The product is: [F:45][C:44]1[CH:43]=[CH:42][C:39]([CH:40]=[O:41])=[CH:38][C:37]=1[C:13]1[CH:14]=[C:15]2[C:10](=[CH:11][CH:12]=1)[N:9]=[C:8]([C:27]1[CH:32]=[CH:31][CH:30]=[C:29]([O:33][CH3:34])[CH:28]=1)[N:7]([CH2:6][C:5]([NH:4][CH:1]([CH3:3])[CH3:2])=[O:35])[C:16]2=[O:17]. (2) Given the reactants [CH:1]1[C:10]2[C:5](=[CH:6][CH:7]=[C:8]([OH:11])[CH:9]=2)[CH:4]=[CH:3][C:2]=1[OH:12].[CH3:13][Si:14](Cl)([CH3:16])[CH3:15], predict the reaction product. The product is: [CH3:13][Si:14]([CH3:16])([CH3:15])[O:12][C:2]1[CH:3]=[CH:4][C:5]2[C:10](=[CH:9][C:8]([O:11][Si:14]([CH3:16])([CH3:15])[CH3:13])=[CH:7][CH:6]=2)[CH:1]=1. (3) Given the reactants Cl[CH2:2][C:3]1[CH:8]=[CH:7][C:6]([O:9][CH3:10])=[CH:5][CH:4]=1.[N-:11]=[N+:12]=[N-:13].[Na+].C(Cl)Cl, predict the reaction product. The product is: [N:11]([CH2:2][C:3]1[CH:8]=[CH:7][C:6]([O:9][CH3:10])=[CH:5][CH:4]=1)=[N+:12]=[N-:13]. (4) The product is: [C:1]([O:5][C:6](=[O:18])[CH:7]=[CH:8][C:9]1[CH:14]=[CH:13][C:12]([O:15][CH2:19][C:20]2[CH:25]=[CH:24][CH:23]=[CH:22][CH:21]=2)=[CH:11][C:10]=1[CH:16]=[O:17])([CH3:4])([CH3:2])[CH3:3]. Given the reactants [C:1]([O:5][C:6](=[O:18])[CH:7]=[CH:8][C:9]1[CH:14]=[CH:13][C:12]([OH:15])=[CH:11][C:10]=1[CH:16]=[O:17])([CH3:4])([CH3:3])[CH3:2].[CH2:19](Br)[C:20]1[CH:25]=[CH:24][CH:23]=[CH:22][CH:21]=1, predict the reaction product. (5) Given the reactants [CH3:1][C:2]1[N:3]=[C:4]([C:16]2[CH:21]=[CH:20][C:19]([C:22]([F:25])([F:24])[F:23])=[CH:18][CH:17]=2)[O:5][C:6]=1[CH:7]([OH:15])[CH2:8][C:9]1[CH:14]=[CH:13][CH:12]=[CH:11][CH:10]=1.[CH3:26][O:27][C:28](=[O:39])[CH2:29][CH2:30][C:31]1[CH:36]=[CH:35][C:34](O)=[CH:33][C:32]=1[CH3:38].N(C(N1CCCCC1)=O)=NC(N1CCCCC1)=O.C(P(CCCC)CCCC)CCC, predict the reaction product. The product is: [CH3:26][O:27][C:28](=[O:39])[CH2:29][CH2:30][C:31]1[CH:36]=[CH:35][C:34]([O:15][CH:7]([C:6]2[O:5][C:4]([C:16]3[CH:17]=[CH:18][C:19]([C:22]([F:25])([F:23])[F:24])=[CH:20][CH:21]=3)=[N:3][C:2]=2[CH3:1])[CH2:8][C:9]2[CH:10]=[CH:11][CH:12]=[CH:13][CH:14]=2)=[CH:33][C:32]=1[CH3:38]. (6) Given the reactants [CH3:1][C:2]12[CH2:12][CH:11]1[C:10]1[C:9]([OH:13])=[CH:8][CH:7]=[CH:6][C:5]=1[O:4][CH2:3]2.C([O-])([O-])=O.[K+].[K+].Cl[C:21]1[CH:26]=[CH:25][C:24]([N+:27]([O-:29])=[O:28])=[CH:23][N:22]=1, predict the reaction product. The product is: [CH3:1][C:2]12[CH2:12][CH:11]1[C:10]1[C:9]([O:13][C:21]3[CH:26]=[CH:25][C:24]([N+:27]([O-:29])=[O:28])=[CH:23][N:22]=3)=[CH:8][CH:7]=[CH:6][C:5]=1[O:4][CH2:3]2. (7) Given the reactants [Cl:1][C:2]1[CH:7]=[CH:6][C:5]([NH:8][C:9]([C:11]2[CH:20]=[C:19]3[C:14]([CH2:15][CH2:16][N:17](C(OC(C)(C)C)=O)[CH2:18]3)=[CH:13][CH:12]=2)=[O:10])=[C:4]([N:28]2[CH2:33][CH2:32][N:31]([CH2:34][CH2:35][C:36]([F:39])([F:38])[F:37])[CH2:30][CH2:29]2)[CH:3]=1.Cl, predict the reaction product. The product is: [Cl:1][C:2]1[CH:7]=[CH:6][C:5]([NH:8][C:9]([C:11]2[CH:20]=[C:19]3[C:14]([CH2:15][CH2:16][NH:17][CH2:18]3)=[CH:13][CH:12]=2)=[O:10])=[C:4]([N:28]2[CH2:33][CH2:32][N:31]([CH2:34][CH2:35][C:36]([F:39])([F:37])[F:38])[CH2:30][CH2:29]2)[CH:3]=1. (8) Given the reactants [CH:1]1([C:4]2[N:8]=[C:7]([C:9]3[C:17]4[CH2:16][CH2:15][O:14][CH2:13][C:12]=4[S:11][C:10]=3[NH:18]C(C3CCCC=3C(O)=O)=O)[O:6][N:5]=2)[CH2:3][CH2:2]1.[CH3:29][O:30][C:31]([C:33]1[CH:38]=[CH:37][N:36]=[CH:35][C:34]=1[C:39]([OH:41])=O)=[O:32].CCN(C(C)C)C(C)C.CCCP(=O)=O, predict the reaction product. The product is: [CH3:29][O:30][C:31](=[O:32])[C:33]1[CH:38]=[CH:37][N:36]=[CH:35][C:34]=1[C:39](=[O:41])[NH:18][C:10]1[S:11][C:12]2[CH2:13][O:14][CH2:15][CH2:16][C:17]=2[C:9]=1[C:7]1[O:6][N:5]=[C:4]([CH:1]2[CH2:3][CH2:2]2)[N:8]=1.